This data is from CYP1A2 inhibition data for predicting drug metabolism from PubChem BioAssay. The task is: Regression/Classification. Given a drug SMILES string, predict its absorption, distribution, metabolism, or excretion properties. Task type varies by dataset: regression for continuous measurements (e.g., permeability, clearance, half-life) or binary classification for categorical outcomes (e.g., BBB penetration, CYP inhibition). Dataset: cyp1a2_veith. (1) The drug is O=C1[C@H]2CC[C@@H]3/C(=N\OC[C@@H](O)COCc4ccco4)C[C@@H](O)[C@@H](O)[C@@H]3[C@@H]2C(=O)N1c1cccc(Oc2ccccc2)c1. The result is 0 (non-inhibitor). (2) The drug is CS(=O)(=O)c1ccc([C@H](O)[C@H](CF)NC(=O)C(Cl)Cl)cc1. The result is 0 (non-inhibitor). (3) The compound is CC(=O)S[C@@H]1CC2=CC(=O)CC[C@@]2(C)[C@H]2CC[C@]3(C)[C@H](CC[C@@]34CCC(=O)O4)[C@@H]21. The result is 0 (non-inhibitor). (4) The drug is COc1ccccc1-c1cc(NCc2cccnc2)ncn1. The result is 1 (inhibitor). (5) The molecule is COC(=O)N1CCC[C@@]2(CCN(c3ccccn3)C2)C1. The result is 1 (inhibitor). (6) The compound is CCOC(=O)NNC1CC(=O)N(c2ccc(OC)cc2)C1=O. The result is 0 (non-inhibitor). (7) The molecule is Clc1ccc(COc2ccccn2)cc1Cl. The result is 0 (non-inhibitor).